From a dataset of Full USPTO retrosynthesis dataset with 1.9M reactions from patents (1976-2016). Predict the reactants needed to synthesize the given product. (1) Given the product [F:3][C:4]1[CH:5]=[C:6]([CH:7]=[CH:8][CH:9]=1)[O:10][CH2:18][CH2:12][CH2:13][CH2:14][CH2:15][CH2:16][OH:17], predict the reactants needed to synthesize it. The reactants are: [OH-].[Na+].[F:3][C:4]1[CH:5]=[C:6]([OH:10])[CH:7]=[CH:8][CH:9]=1.Br[CH:12]([CH3:18])[CH2:13][CH2:14][CH2:15][CH2:16][OH:17]. (2) Given the product [Cl:19][C:5]1[C:6]([NH:8][C@@H:9]2[CH2:14][CH2:13][CH2:12][CH2:11][C@H:10]2[NH:15][C:16](=[O:18])[CH3:17])=[N:7][C:2]([NH:20][C:21]2[CH:34]=[CH:33][C:24]3[NH:25][C:26](=[O:32])[CH2:27][CH2:28][C:29]([CH3:31])([CH3:30])[C:23]=3[CH:22]=2)=[N:3][CH:4]=1, predict the reactants needed to synthesize it. The reactants are: Cl[C:2]1[N:7]=[C:6]([NH:8][C@@H:9]2[CH2:14][CH2:13][CH2:12][CH2:11][C@H:10]2[NH:15][C:16](=[O:18])[CH3:17])[C:5]([Cl:19])=[CH:4][N:3]=1.[NH2:20][C:21]1[CH:34]=[CH:33][C:24]2[NH:25][C:26](=[O:32])[CH2:27][CH2:28][C:29]([CH3:31])([CH3:30])[C:23]=2[CH:22]=1.Cl. (3) The reactants are: [C:1]1([C:7]2[CH:12]=[CH:11][C:10](/[CH:13]=[CH:14]/[C:15]3[CH:20]=[C:19]([C:21]([OH:23])=[O:22])[CH:18]=[CH:17][N:16]=3)=[CH:9][CH:8]=2)[CH:6]=[CH:5][CH:4]=[CH:3][CH:2]=1.S(=O)(=O)(O)O.[CH2:29](O)[CH3:30]. Given the product [C:1]1([C:7]2[CH:8]=[CH:9][C:10](/[CH:13]=[CH:14]/[C:15]3[CH:20]=[C:19]([C:21]([O:23][CH2:29][CH3:30])=[O:22])[CH:18]=[CH:17][N:16]=3)=[CH:11][CH:12]=2)[CH:2]=[CH:3][CH:4]=[CH:5][CH:6]=1, predict the reactants needed to synthesize it. (4) Given the product [NH2:21][C:17]1[CH:16]=[C:15]([CH:20]=[CH:19][CH:18]=1)[O:14][C:12]1[CH:11]=[CH:10][C:8]2[N:9]=[C:5]([NH:4][C:1](=[O:3])[CH3:2])[S:6][C:7]=2[CH:13]=1, predict the reactants needed to synthesize it. The reactants are: [C:1]([NH:4][C:5]1[S:6][C:7]2[CH:13]=[C:12]([O:14][C:15]3[CH:16]=[C:17]([NH:21]C(=O)C(F)(F)F)[CH:18]=[CH:19][CH:20]=3)[CH:11]=[CH:10][C:8]=2[N:9]=1)(=[O:3])[CH3:2].CO.O.O.[OH-].[Li+]. (5) Given the product [CH3:40][O:41][CH2:42][C:43]([N:33]1[CH2:32][C:31]([CH3:39])([CH3:38])[N:30]([CH2:29][C:15]2[CH:14]=[C:13]([C:10]3[CH:9]=[CH:8][C:7]([O:6][CH2:5][O:4][CH3:3])=[CH:12][CH:11]=3)[N:18]=[C:17]3[N:19]([CH:23]4[CH2:28][CH2:27][CH2:26][CH2:25][O:24]4)[N:20]=[C:21]([CH3:22])[C:16]=23)[CH2:35][C:34]1([CH3:37])[CH3:36])=[O:44], predict the reactants needed to synthesize it. The reactants are: [H-].[Na+].[CH3:3][O:4][CH2:5][O:6][C:7]1[CH:12]=[CH:11][C:10]([C:13]2[N:18]=[C:17]3[N:19]([CH:23]4[CH2:28][CH2:27][CH2:26][CH2:25][O:24]4)[N:20]=[C:21]([CH3:22])[C:16]3=[C:15]([CH2:29][N:30]3[CH2:35][C:34]([CH3:37])([CH3:36])[NH:33][CH2:32][C:31]3([CH3:39])[CH3:38])[CH:14]=2)=[CH:9][CH:8]=1.[CH3:40][O:41][CH2:42][C:43](Cl)=[O:44]. (6) Given the product [CH3:1][O:2][C@@H:3]1[C@H:9]2[O:10][CH2:11][C@@H:12]([OH:13])[C@H:8]2[O:7][C@H:4]1[O:5][CH3:6], predict the reactants needed to synthesize it. The reactants are: [CH3:1][O:2][C@@H:3]1[C@H:9]2[O:10][CH2:11][C@@H:12]([O:13]C(C3C=CC=CC=3)=O)[C@H:8]2[O:7][C@H:4]1[O:5][CH3:6].[OH-].[Na+]. (7) Given the product [N:3]1[CH:4]=[CH:5][CH:6]=[CH:7][C:2]=1[C:8]1([C:12]#[N:13])[CH2:11][CH2:10][CH2:9]1, predict the reactants needed to synthesize it. The reactants are: F[C:2]1[CH:7]=[CH:6][CH:5]=[CH:4][N:3]=1.[CH:8]1([C:12]#[N:13])[CH2:11][CH2:10][CH2:9]1.C[Si]([N-][Si](C)(C)C)(C)C.[Na+].C1COCC1.